Predict the reactants needed to synthesize the given product. From a dataset of Full USPTO retrosynthesis dataset with 1.9M reactions from patents (1976-2016). (1) Given the product [Br:1][C:2]1[S:6][C:5]([S:7]([N:12]([CH3:13])[CH3:11])(=[O:9])=[O:8])=[CH:4][CH:3]=1, predict the reactants needed to synthesize it. The reactants are: [Br:1][C:2]1[S:6][C:5]([S:7](Cl)(=[O:9])=[O:8])=[CH:4][CH:3]=1.[CH3:11][NH:12][CH3:13].C(=O)(O)[O-].[Na+]. (2) Given the product [CH:1]1([N:7]2[C:11]([CH:12]=[O:13])=[CH:10][C:9]([CH3:14])=[N:8]2)[CH2:2][CH2:3][CH2:4][CH2:5][CH2:6]1, predict the reactants needed to synthesize it. The reactants are: [CH:1]1([N:7]2[C:11]([CH2:12][OH:13])=[CH:10][C:9]([CH3:14])=[N:8]2)[CH2:6][CH2:5][CH2:4][CH2:3][CH2:2]1.[Cr](Cl)([O-])(=O)=O.[NH+]1C=CC=CC=1. (3) Given the product [F:37][C:35]1[CH:34]=[CH:33][C:11]([CH2:12][O:13][C:14]2[CH:19]=[C:18]([CH3:20])[N:17]([C:21]3[CH:22]=[C:23]([CH:28]=[CH:29][C:30]=3[CH3:31])[C:24]([O:26][CH3:27])=[O:25])[C:16](=[O:32])[CH:15]=2)=[C:10]([CH2:9][NH:8][C:46]([O:48][CH3:49])=[O:47])[CH:36]=1, predict the reactants needed to synthesize it. The reactants are: FC(F)(F)C(O)=O.[NH2:8][CH2:9][C:10]1[CH:36]=[C:35]([F:37])[CH:34]=[CH:33][C:11]=1[CH2:12][O:13][C:14]1[CH:19]=[C:18]([CH3:20])[N:17]([C:21]2[CH:22]=[C:23]([CH:28]=[CH:29][C:30]=2[CH3:31])[C:24]([O:26][CH3:27])=[O:25])[C:16](=[O:32])[CH:15]=1.CN1CCOCC1.Cl[C:46]([O:48][CH3:49])=[O:47]. (4) Given the product [CH3:12][C@@H:11]1[CH2:10][NH:9][C:7](=[O:8])[C@@H:6]2[C@@H:2]([CH3:1])[CH2:3][CH2:4][C@H:5]12, predict the reactants needed to synthesize it. The reactants are: [CH3:1][CH:2]1[CH:6]2[C:7]([NH:9][CH:10]=[C:11]([CH3:12])[CH:5]2[CH2:4][CH2:3]1)=[O:8]. (5) Given the product [NH2:8][C@@H:9]([CH2:10][C:11]1[CH:12]=[CH:13][CH:14]=[CH:15][CH:16]=1)[C:17]([NH:32][S:31]([C:28]1[CH:29]=[CH:30][C:25]([NH:24][C:22](=[O:23])[C:21]([F:20])([F:36])[F:35])=[CH:26][CH:27]=1)(=[O:33])=[O:34])=[O:19], predict the reactants needed to synthesize it. The reactants are: C([NH:8][C@H:9]([C:17]([OH:19])=O)[CH2:10][C:11]1[CH:16]=[CH:15][CH:14]=[CH:13][CH:12]=1)(OC(C)(C)C)=O.[F:20][C:21]([F:36])([F:35])[C:22]([NH:24][C:25]1[CH:30]=[CH:29][C:28]([S:31](=[O:34])(=[O:33])[NH2:32])=[CH:27][CH:26]=1)=[O:23].